From a dataset of Catalyst prediction with 721,799 reactions and 888 catalyst types from USPTO. Predict which catalyst facilitates the given reaction. (1) Reactant: NC1C(I)=CC=CC=1O.CCOC([S-])=S.[K+].[I:17][C:18]1[C:23]2[N:24]=[C:25](S)[O:26][C:22]=2[CH:21]=[CH:20][CH:19]=1.S(Cl)([Cl:30])=O. Product: [Cl:30][C:25]1[O:26][C:22]2[CH:21]=[CH:20][CH:19]=[C:18]([I:17])[C:23]=2[N:24]=1. The catalyst class is: 475. (2) Reactant: [CH3:1][O:2][C:3]1[CH:8]=[CH:7][CH:6]=[CH:5][C:4]=1[C:9]1[C:17]2[C:12](=[N:13][CH:14]=[C:15]([C:18]3[N:23]=[C:22]([CH2:24][C:25]([N:27]([CH3:29])[CH3:28])=[O:26])[CH:21]=[N:20][CH:19]=3)[CH:16]=2)[N:11](S(C2C=CC(C)=CC=2)(=O)=O)[CH:10]=1.CN(C)C=[O:43].[OH-].[K+]. Product: [OH:43][CH:24]([C:22]1[CH:21]=[N:20][CH:19]=[C:18]([C:15]2[CH:16]=[C:17]3[C:9]([C:4]4[CH:5]=[CH:6][CH:7]=[CH:8][C:3]=4[O:2][CH3:1])=[CH:10][NH:11][C:12]3=[N:13][CH:14]=2)[N:23]=1)[C:25]([N:27]([CH3:29])[CH3:28])=[O:26]. The catalyst class is: 5. (3) Reactant: [N:1]1[CH:2]=[C:3]([CH2:10][C:11]([O:13]CC)=O)[N:4]2[CH2:9][CH2:8][CH2:7][CH2:6][C:5]=12.[NH3:16]. Product: [N:1]1[CH:2]=[C:3]([CH2:10][C:11]([NH2:16])=[O:13])[N:4]2[CH2:9][CH2:8][CH2:7][CH2:6][C:5]=12. The catalyst class is: 5. (4) Product: [CH3:1][O:2][C:3](=[O:26])[C:4]1[CH:9]=[C:8]([N:10]2[CH:14]=[C:13]([C:15]([F:16])([F:17])[F:18])[N:12]=[CH:11]2)[C:7]([C:19]([F:20])([F:21])[F:22])=[CH:6][C:5]=1[NH2:23]. Reactant: [CH3:1][O:2][C:3](=[O:26])[C:4]1[CH:9]=[C:8]([N:10]2[CH:14]=[C:13]([C:15]([F:18])([F:17])[F:16])[N:12]=[CH:11]2)[C:7]([C:19]([F:22])([F:21])[F:20])=[CH:6][C:5]=1[N+:23]([O-])=O. The catalyst class is: 19. (5) Reactant: [Cl:1][C:2]1[C:11]2[C:6](=[CH:7][CH:8]=[CH:9][CH:10]=2)[N:5]=[C:4]([N:12]2[CH2:17][CH2:16][CH2:15][CH2:14][CH2:13]2)[N:3]=1.[CH3:18][O:19][C:20]1[CH:21]=[C:22]([CH:25]=[CH:26][CH:27]=1)[CH2:23][NH2:24]. Product: [ClH:1].[CH3:18][O:19][C:20]1[CH:21]=[C:22]([CH:25]=[CH:26][CH:27]=1)[CH2:23][NH:24][C:2]1[C:11]2[C:6](=[CH:7][CH:8]=[CH:9][CH:10]=2)[N:5]=[C:4]([N:12]2[CH2:17][CH2:16][CH2:15][CH2:14][CH2:13]2)[N:3]=1. The catalyst class is: 41.